Dataset: Forward reaction prediction with 1.9M reactions from USPTO patents (1976-2016). Task: Predict the product of the given reaction. (1) The product is: [CH2:1]([N:5]1[C:14](=[O:15])[C:13]([C:16]#[N:17])=[C:12]2[C:7]([CH2:8][CH2:9][CH2:10][CH2:11]2)=[CH:6]1)[CH2:2][CH2:3][CH3:4]. Given the reactants [CH2:1]([N:5]1[C:14](=[O:15])[C:13]([C:16]#[N:17])=[C:12]2[C:7]([C:8](=O)[CH2:9][CH2:10][CH2:11]2)=[CH:6]1)[CH2:2][CH2:3][CH3:4].[Na], predict the reaction product. (2) Given the reactants F[C:2]1[C:10]([F:11])=[C:9]([F:12])[CH:8]=[CH:7][C:3]=1[C:4]([OH:6])=[O:5].[F:13][C:14]1[CH:20]=[C:19]([S:21][CH2:22][CH3:23])[CH:18]=[CH:17][C:15]=1[NH2:16].[Li+].C[Si]([N-][Si](C)(C)C)(C)C, predict the reaction product. The product is: [F:11][C:10]1[C:2]([NH:16][C:15]2[CH:17]=[CH:18][C:19]([S:21][CH2:22][CH3:23])=[CH:20][C:14]=2[F:13])=[C:3]([CH:7]=[CH:8][C:9]=1[F:12])[C:4]([OH:6])=[O:5]. (3) Given the reactants C[O:2][C:3]1[CH:8]=[CH:7][C:6]([N:9]2[C:17]3[C:12](=[CH:13][CH:14]=[CH:15][CH:16]=3)[CH:11]=[N:10]2)=[CH:5][CH:4]=1.B(Br)(Br)Br.C(=O)(O)[O-].[Na+], predict the reaction product. The product is: [N:9]1([C:6]2[CH:7]=[CH:8][C:3]([OH:2])=[CH:4][CH:5]=2)[C:17]2[C:12](=[CH:13][CH:14]=[CH:15][CH:16]=2)[CH:11]=[N:10]1. (4) Given the reactants [I-].[NH2:2][N+:3]1[CH:8]=[CH:7][CH:6]=[CH:5][CH:4]=1.[C:9]([O:14][CH2:15][CH3:16])(=[O:13])[C:10]#[C:11][CH3:12].C(=O)([O-])[O-].[K+].[K+], predict the reaction product. The product is: [CH3:12][C:11]1[C:10]([C:9]([O:14][CH2:15][CH3:16])=[O:13])=[C:4]2[CH:5]=[CH:6][CH:7]=[CH:8][N:3]2[N:2]=1. (5) Given the reactants [OH:1][C:2]1[CH:3]=[C:4]2[C:9](=[CH:10][CH:11]=1)[C:8](=[O:12])[CH2:7][CH2:6][CH2:5]2.[C:13]([O:18][CH2:19][CH3:20])(=[O:17])[C:14]([O-])=[O:15].C[Si]([N-][Si](C)(C)C)(C)C.[Li+], predict the reaction product. The product is: [OH:1][C:2]1[CH:3]=[C:4]2[C:9](=[CH:10][CH:11]=1)[C:8](=[O:12])[CH:7]([C:14](=[O:15])[C:13]([O:18][CH2:19][CH3:20])=[O:17])[CH2:6][CH2:5]2. (6) The product is: [CH3:1][O:2][C:3](=[O:21])[CH2:4][C:5]1[CH:10]=[CH:9][CH:8]=[C:7]([S:11][CH2:12][CH2:13][C@@H:14]([O:16][C:29]2[CH:30]=[CH:31][C:32]([C:34]([F:35])([F:36])[F:37])=[CH:33][C:28]=2[O:27][C:26]2[CH:39]=[CH:40][C:23]([F:22])=[CH:24][CH:25]=2)[CH3:15])[CH:6]=1. Given the reactants [CH3:1][O:2][C:3](=[O:21])[CH2:4][C:5]1[CH:10]=[CH:9][CH:8]=[C:7]([S:11][CH2:12][CH2:13][C@H:14]([O:16]S(C)(=O)=O)[CH3:15])[CH:6]=1.[F:22][C:23]1[CH:40]=[CH:39][C:26]([O:27][C:28]2[CH:33]=[C:32]([C:34]([F:37])([F:36])[F:35])[CH:31]=[CH:30][C:29]=2O)=[CH:25][CH:24]=1, predict the reaction product. (7) The product is: [CH:9]1([C:4]2[CH:5]=[CH:6][CH:7]=[CH:8][C:3]=2[C:2]([F:1])([F:15])[F:16])[CH2:10][CH2:11][CH2:12][CH2:13]1. Given the reactants [F:1][C:2]([F:16])([F:15])[C:3]1[CH:8]=[CH:7][CH:6]=[CH:5][C:4]=1[C:9]1(O)[CH2:13][CH2:12][CH2:11][CH2:10]1.[H][H], predict the reaction product. (8) Given the reactants [CH3:1][N:2]1[CH2:6][CH2:5][C@H:4]([OH:7])[CH2:3]1.[H-].[Na+].F[C:11]1[CH:20]=[C:19]([F:21])[CH:18]=[C:17]2[C:12]=1[C:13](=[O:38])[NH:14][C:15]([C:22]1[CH:27]=[CH:26][CH:25]=[C:24]([C:28]3[CH:33]=[CH:32][C:31]([S:34]([CH3:37])(=[O:36])=[O:35])=[CH:30][CH:29]=3)[N:23]=1)=[N:16]2.Cl, predict the reaction product. The product is: [F:21][C:19]1[CH:18]=[C:17]2[C:12]([C:13](=[O:38])[NH:14][C:15]([C:22]3[CH:27]=[CH:26][CH:25]=[C:24]([C:28]4[CH:33]=[CH:32][C:31]([S:34]([CH3:37])(=[O:35])=[O:36])=[CH:30][CH:29]=4)[N:23]=3)=[N:16]2)=[C:11]([O:7][C@H:4]2[CH2:5][CH2:6][N:2]([CH3:1])[CH2:3]2)[CH:20]=1. (9) The product is: [CH3:6][S:7][CH:8]([CH3:12])[CH:9]=[CH:10][N:1]1[CH2:5][CH2:4][CH2:3][CH2:2]1. Given the reactants [NH:1]1[CH2:5][CH2:4][CH2:3][CH2:2]1.[CH3:6][S:7][CH:8]([CH3:12])[CH2:9][CH:10]=O.C(OCC1C=CC=CC=1)(=O)C, predict the reaction product. (10) Given the reactants [I-].C(C(CCCC)C(O[CH2:10][N+:11]1(C)[CH2:16][CH2:15][N:14]([C:17]2[C:18]3[CH:30]=[C:29]([CH3:31])[S:28][C:19]=3[NH:20][C:21]3[CH:27]=[CH:26][CH:25]=[CH:24][C:22]=3[N:23]=2)[CH2:13][CH2:12]1)=O)CCC.[CH2:37]([CH:47]([CH2:53][CH2:54][CH2:55][CH2:56][CH2:57][CH2:58][CH2:59][CH2:60][CH2:61][CH3:62])[C:48]([O:50][CH2:51][I:52])=[O:49])[CH2:38][CH2:39][CH2:40][CH2:41][CH2:42][CH2:43][CH2:44][CH2:45][CH3:46], predict the reaction product. The product is: [I-:52].[CH2:37]([CH:47]([CH2:53][CH2:54][CH2:55][CH2:56][CH2:57][CH2:58][CH2:59][CH2:60][CH2:61][CH3:62])[C:48]([O:50][CH2:51][N+:11]1([CH3:10])[CH2:16][CH2:15][N:14]([C:17]2[C:18]3[CH:30]=[C:29]([CH3:31])[S:28][C:19]=3[NH:20][C:21]3[CH:27]=[CH:26][CH:25]=[CH:24][C:22]=3[N:23]=2)[CH2:13][CH2:12]1)=[O:49])[CH2:38][CH2:39][CH2:40][CH2:41][CH2:42][CH2:43][CH2:44][CH2:45][CH3:46].